Dataset: Reaction yield outcomes from USPTO patents with 853,638 reactions. Task: Predict the reaction yield, written as a fraction of the theoretical maximum amount of product (1.0 means a 100% yield; for example, 0.34 means a 34% yield). (1) The reactants are [Cl:1][C:2]1[C:10]2[C:5](=[C:6]([Cl:24])[CH:7]=[C:8]([CH2:13][C@@H:14]([CH2:19][C:20]([O:22][CH3:23])=[O:21])[C:15]([O:17]C)=O)[C:9]=2[CH2:11]O)[NH:4][N:3]=1.S(Cl)(Cl)=O.[NH2:29][CH2:30][CH2:31][N:32]1[CH2:37][CH2:36][CH2:35][CH2:34][CH2:33]1.C(=O)([O-])[O-].[K+].[K+].C(O)(=O)C. The catalyst is C(#N)C. The product is [Cl:1][C:2]1[C:10]2[C:9]3[CH2:11][N:29]([CH2:30][CH2:31][N:32]4[CH2:37][CH2:36][CH2:35][CH2:34][CH2:33]4)[C:15](=[O:17])[C@H:14]([CH2:19][C:20]([O:22][CH3:23])=[O:21])[CH2:13][C:8]=3[CH:7]=[C:6]([Cl:24])[C:5]=2[NH:4][N:3]=1. The yield is 0.510. (2) The reactants are [CH:1]([N:4]1[C:9]2=[N:10][C:11]([C:14]3[C:15]([CH3:31])=[N:16][C:17]([C:20]4[N:24](C5CCCCO5)[CH:23]=[N:22][N:21]=4)=[CH:18][CH:19]=3)=[CH:12][N:13]=[C:8]2[NH:7][CH2:6][C:5]1=[O:32])([CH3:3])[CH3:2].Cl. The yield is 0.620. The product is [CH:1]([N:4]1[C:9]2=[N:10][C:11]([C:14]3[C:15]([CH3:31])=[N:16][C:17]([C:20]4[NH:24][CH:23]=[N:22][N:21]=4)=[CH:18][CH:19]=3)=[CH:12][N:13]=[C:8]2[NH:7][CH2:6][C:5]1=[O:32])([CH3:3])[CH3:2]. The catalyst is C(O)C. (3) The reactants are [CH2:1]([N:8]1[CH:12]=[CH:11][N:10]=[C:9]1[CH2:13][OH:14])[C:2]1[CH:7]=[CH:6][CH:5]=[CH:4][CH:3]=1.[CH3:15][CH2:16][O:17][CH2:18][CH3:19]. The catalyst is CC[N+](CC1C=CC=CC=1)(CC)CC.[Cl-].C1(C)C=CC=CC=1.[OH-].[Na+]. The product is [CH2:1]([N:8]1[CH:12]=[CH:11][N:10]=[C:9]1[CH2:13][O:14][CH2:19][CH2:18][O:17][CH:16]=[CH2:15])[C:2]1[CH:3]=[CH:4][CH:5]=[CH:6][CH:7]=1. The yield is 0.850. (4) The reactants are [F:1][C:2]([F:32])([F:31])[C:3]1[CH:26]=[C:25]([C:27]([F:30])([F:29])[F:28])[CH:24]=[CH:23][C:4]=1[CH2:5][O:6][C:7]1[CH:12]=[CH:11][C:10](/[CH:13]=[C:14]2/[C:15]([NH:20][CH3:21])=[N:16][C:17](=[O:19])[S:18]/2)=[CH:9][C:8]=1[F:22].[C:33](=O)([O-])[O-].[K+].[K+].CI.O. The catalyst is CN(C)C=O. The product is [F:32][C:2]([F:1])([F:31])[C:3]1[CH:26]=[C:25]([C:27]([F:30])([F:29])[F:28])[CH:24]=[CH:23][C:4]=1[CH2:5][O:6][C:7]1[CH:12]=[CH:11][C:10](/[CH:13]=[C:14]2/[C:15](=[N:20]\[CH3:21])/[N:16]([CH3:33])[C:17](=[O:19])[S:18]/2)=[CH:9][C:8]=1[F:22]. The yield is 0.150. (5) The reactants are [CH:1]1([CH:4]=O)[CH2:3][CH2:2]1.N1CCCCC1.[NH2:12][C:13]1[N:18]=[CH:17][N:16]=[C:15]2[N:19]([CH2:37][C@H:38]3[CH2:42][CH2:41][CH2:40][N:39]3[C:43](=[O:47])[CH2:44][C:45]#[N:46])[N:20]=[C:21]([C:22]3[CH:27]=[CH:26][C:25]([O:28][C:29]4[CH:34]=[C:33]([F:35])[CH:32]=[C:31]([F:36])[CH:30]=4)=[CH:24][CH:23]=3)[C:14]=12. The catalyst is CO. The product is [NH2:12][C:13]1[N:18]=[CH:17][N:16]=[C:15]2[N:19]([CH2:37][C@H:38]3[CH2:42][CH2:41][CH2:40][N:39]3[C:43]([C:44](=[CH:4][CH:1]3[CH2:2][CH2:3]3)[C:45]#[N:46])=[O:47])[N:20]=[C:21]([C:22]3[CH:27]=[CH:26][C:25]([O:28][C:29]4[CH:30]=[C:31]([F:36])[CH:32]=[C:33]([F:35])[CH:34]=4)=[CH:24][CH:23]=3)[C:14]=12. The yield is 0.450. (6) The reactants are [N+:1]([C:4]1[CH:9]=[CH:8][CH:7]=[CH:6][C:5]=1[C:10]1[N:11]=[C:12]2[N:16]([CH:17]=1)[C:15]([CH2:18]O)=[CH:14][S:13]2)([O-:3])=[O:2].S(Cl)([Cl:22])=O. The catalyst is ClCCl.CN(C=O)C. The product is [Cl:22][CH2:18][C:15]1[N:16]2[CH:17]=[C:10]([C:5]3[CH:6]=[CH:7][CH:8]=[CH:9][C:4]=3[N+:1]([O-:3])=[O:2])[N:11]=[C:12]2[S:13][CH:14]=1. The yield is 1.00.